Dataset: Forward reaction prediction with 1.9M reactions from USPTO patents (1976-2016). Task: Predict the product of the given reaction. (1) Given the reactants C(OC([N:8]1[CH2:32][CH2:31][N:11]2[C:12](=[O:30])[C:13]3[C:18]([C@@H:10]2[CH2:9]1)=[CH:17][C:16]([NH:19][C:20]1[CH:25]=[CH:24][CH:23]=[CH:22][CH:21]=1)=[CH:15][C:14]=3[C:26]([F:29])([F:28])[F:27])=O)(C)(C)C.[F:33][C:34]([F:39])([F:38])[C:35]([OH:37])=[O:36], predict the reaction product. The product is: [F:33][C:34]([F:39])([F:38])[C:35]([OH:37])=[O:36].[C:20]1([NH:19][C:16]2[CH:17]=[C:18]3[C:13]([C:12](=[O:30])[N:11]4[CH2:31][CH2:32][NH:8][CH2:9][C@H:10]43)=[C:14]([C:26]([F:28])([F:29])[F:27])[CH:15]=2)[CH:21]=[CH:22][CH:23]=[CH:24][CH:25]=1. (2) The product is: [F:9][C:8]([F:11])([F:10])[C:5]1[N:4]=[N:3][C:2]([NH:12][CH:13]2[CH2:14][CH2:15][N:16]([C:19]([O:21][C:22]([CH3:25])([CH3:24])[CH3:23])=[O:20])[CH2:17][CH2:18]2)=[CH:7][CH:6]=1. Given the reactants Cl[C:2]1[N:3]=[N:4][C:5]([C:8]([F:11])([F:10])[F:9])=[CH:6][CH:7]=1.[NH2:12][CH:13]1[CH2:18][CH2:17][N:16]([C:19]([O:21][C:22]([CH3:25])([CH3:24])[CH3:23])=[O:20])[CH2:15][CH2:14]1.[I-].[K+], predict the reaction product.